Dataset: NCI-60 drug combinations with 297,098 pairs across 59 cell lines. Task: Regression. Given two drug SMILES strings and cell line genomic features, predict the synergy score measuring deviation from expected non-interaction effect. Drug 1: CC1C(C(CC(O1)OC2CC(CC3=C2C(=C4C(=C3O)C(=O)C5=C(C4=O)C(=CC=C5)OC)O)(C(=O)CO)O)N)O.Cl. Drug 2: B(C(CC(C)C)NC(=O)C(CC1=CC=CC=C1)NC(=O)C2=NC=CN=C2)(O)O. Cell line: T-47D. Synergy scores: CSS=35.2, Synergy_ZIP=-0.639, Synergy_Bliss=-2.26, Synergy_Loewe=-22.3, Synergy_HSA=0.402.